This data is from Full USPTO retrosynthesis dataset with 1.9M reactions from patents (1976-2016). The task is: Predict the reactants needed to synthesize the given product. (1) Given the product [CH3:1][N:2]([CH2:3][CH2:4][CH:5]1[CH2:6][CH2:7][N:8]([C:11]([O:13][CH2:14][C:15]2[CH:16]=[C:17]([Cl:22])[CH:18]=[C:19]([Cl:21])[CH:20]=2)=[O:12])[CH2:9][CH2:10]1)[C:29](=[O:30])[CH2:28][C:26]1[N:25]=[N:24][NH:23][CH:27]=1, predict the reactants needed to synthesize it. The reactants are: [CH3:1][NH:2][CH2:3][CH2:4][CH:5]1[CH2:10][CH2:9][N:8]([C:11]([O:13][CH2:14][C:15]2[CH:20]=[C:19]([Cl:21])[CH:18]=[C:17]([Cl:22])[CH:16]=2)=[O:12])[CH2:7][CH2:6]1.[NH:23]1[CH:27]=[C:26]([CH2:28][C:29](O)=[O:30])[N:25]=[N:24]1.C(P1(=O)OP(CCC)(=O)OP(CCC)(=O)O1)CC.CCN(C(C)C)C(C)C. (2) The reactants are: [CH3:1][C:2]([C:5]1[CH:6]=[C:7]([NH:16][C:17]([NH:19][CH2:20][C:21]2[CH:26]=[CH:25][C:24]([N+:27]([O-])=O)=[CH:23][CH:22]=2)=[O:18])[CH:8]=[C:9]([C:12]([CH3:15])([CH3:14])[CH3:13])[C:10]=1[OH:11])([CH3:4])[CH3:3]. Given the product [NH2:27][C:24]1[CH:25]=[CH:26][C:21]([CH2:20][NH:19][C:17]([NH:16][C:7]2[CH:6]=[C:5]([C:2]([CH3:1])([CH3:3])[CH3:4])[C:10]([OH:11])=[C:9]([C:12]([CH3:15])([CH3:14])[CH3:13])[CH:8]=2)=[O:18])=[CH:22][CH:23]=1, predict the reactants needed to synthesize it.